From a dataset of Full USPTO retrosynthesis dataset with 1.9M reactions from patents (1976-2016). Predict the reactants needed to synthesize the given product. (1) Given the product [N:1]1[CH:6]=[CH:5][C:4]([C:7]2[CH:8]=[C:9]([CH:15]=[O:16])[C:10]([O:13][CH3:14])=[N:11][CH:12]=2)=[CH:3][CH:2]=1, predict the reactants needed to synthesize it. The reactants are: [N:1]1[CH:6]=[CH:5][C:4]([C:7]2[CH:8]=[C:9]([CH2:15][OH:16])[C:10]([O:13][CH3:14])=[N:11][CH:12]=2)=[CH:3][CH:2]=1. (2) Given the product [C:1]([O:4][C@@H:5]1[C@@H:19]([O:20][C:21](=[O:23])[CH3:22])[C@H:18]([O:24][C:25](=[O:27])[CH3:26])[CH2:17][S:16][C@H:6]1[O:7][C:8]1[CH:13]=[CH:12][C:11]([C:30]2[CH:29]=[N:28][CH:33]=[CH:32][CH:31]=2)=[CH:10][C:9]=1[F:15])(=[O:3])[CH3:2], predict the reactants needed to synthesize it. The reactants are: [C:1]([O:4][C@@H:5]1[C@@H:19]([O:20][C:21](=[O:23])[CH3:22])[C@H:18]([O:24][C:25](=[O:27])[CH3:26])[CH2:17][S:16][C@H:6]1[O:7][C:8]1[CH:13]=[CH:12][C:11](Br)=[CH:10][C:9]=1[F:15])(=[O:3])[CH3:2].[N:28]1[CH:33]=[CH:32][CH:31]=[C:30](B(O)O)[CH:29]=1. (3) The reactants are: ClC1C=C(Cl)C=CC=1C1N=C(CC)C(N[C@@H]2C3C(=CC=CC=3)C[C@@H]2O)=NC=1CC.Br[C:31]1[N:32]=[C:33]([CH2:53][CH3:54])[C:34]([NH:39][C@H:40]2[C@@H:44]([O:45][CH2:46][CH2:47][F:48])[CH2:43][N:42]([C:49]([O:51][CH3:52])=[O:50])[CH2:41]2)=[N:35][C:36]=1[CH2:37][CH3:38].[CH3:55][O:56][C:57]1[CH:62]=[CH:61][C:60](B2OB([C:60]3[CH:61]=[CH:62][C:57]([O:56][CH3:55])=[CH:58][C:59]=3[CH3:87])OB([C:60]3[CH:61]=[CH:62][C:57]([O:56][CH3:55])=[CH:58][C:59]=3[CH3:87])O2)=[C:59]([CH3:87])[CH:58]=1. Given the product [CH2:53]([C:33]1[C:34]([NH:39][C@H:40]2[C@@H:44]([O:45][CH2:46][CH2:47][F:48])[CH2:43][N:42]([C:49]([O:51][CH3:52])=[O:50])[CH2:41]2)=[N:35][C:36]([CH2:37][CH3:38])=[C:31]([C:60]2[CH:61]=[CH:62][C:57]([O:56][CH3:55])=[CH:58][C:59]=2[CH3:87])[N:32]=1)[CH3:54], predict the reactants needed to synthesize it. (4) Given the product [O:8]1[C:12]2([CH2:17][CH2:16][C:15](=[N:7][S:5]([C:2]([CH3:4])([CH3:3])[CH3:1])=[O:6])[CH2:14][CH2:13]2)[O:11][CH2:10][CH2:9]1, predict the reactants needed to synthesize it. The reactants are: [CH3:1][C:2]([S:5]([NH2:7])=[O:6])([CH3:4])[CH3:3].[O:8]1[C:12]2([CH2:17][CH2:16][C:15](=O)[CH2:14][CH2:13]2)[O:11][CH2:10][CH2:9]1.ClCCl.C1COCC1. (5) Given the product [Cl:1][C:2]1[CH:35]=[CH:34][C:5]([O:6][CH:7]2[CH2:8][CH2:9][N:10]([C:13]([C:15]3[CH:16]=[C:17]4[C:21](=[CH:22][CH:23]=3)[N:20]([CH2:24][CH2:25][NH:26][C:27](=[O:33])[CH3:36])[CH:19]=[CH:18]4)=[O:14])[CH2:11][CH2:12]2)=[CH:4][CH:3]=1, predict the reactants needed to synthesize it. The reactants are: [Cl:1][C:2]1[CH:35]=[CH:34][C:5]([O:6][CH:7]2[CH2:12][CH2:11][N:10]([C:13]([C:15]3[CH:16]=[C:17]4[C:21](=[CH:22][CH:23]=3)[N:20]([CH2:24][CH2:25][NH:26][C:27](=[O:33])OC(C)(C)C)[CH:19]=[CH:18]4)=[O:14])[CH2:9][CH2:8]2)=[CH:4][CH:3]=1.[C:36](OC(=O)C)(=O)C.Cl. (6) Given the product [F:1][C:2]1[CH:17]=[C:16]([N+:18]([O-:20])=[O:19])[CH:15]=[CH:14][C:3]=1[O:4][C:5]1[CH:10]=[CH:9][N:8]=[C:7]([NH:11][C:26](=[O:27])[O:25][C:22]([CH3:24])([CH3:23])[CH3:21])[C:6]=1[CH:12]=[CH2:13], predict the reactants needed to synthesize it. The reactants are: [F:1][C:2]1[CH:17]=[C:16]([N+:18]([O-:20])=[O:19])[CH:15]=[CH:14][C:3]=1[O:4][C:5]1[CH:10]=[CH:9][N:8]=[C:7]([NH2:11])[C:6]=1[CH:12]=[CH2:13].[CH3:21][C:22]([O:25][C:26](O[C:26]([O:25][C:22]([CH3:24])([CH3:23])[CH3:21])=[O:27])=[O:27])([CH3:24])[CH3:23]. (7) The reactants are: Cl.[CH3:2][C:3]1[N:7]=[C:6]([C:8]2[S:12][C:11]([N:13]3[CH2:18][CH2:17][N:16](C(OC(C)(C)C)=O)[CH2:15][CH2:14]3)=[N:10][CH:9]=2)[O:5][N:4]=1. Given the product [CH3:2][C:3]1[N:7]=[C:6]([C:8]2[S:12][C:11]([N:13]3[CH2:18][CH2:17][NH:16][CH2:15][CH2:14]3)=[N:10][CH:9]=2)[O:5][N:4]=1, predict the reactants needed to synthesize it. (8) Given the product [CH2:33]([S:25][C:9]1[N:10]([C:13]2[CH:14]=[CH:15][C:16]([O:19][CH2:20][C:21]([F:24])([F:23])[F:22])=[CH:17][CH:18]=2)[C:11](=[O:12])[C:6]2[CH:5]=[CH:4][C:3]([O:2][CH3:1])=[N:26][C:7]=2[N:8]=1)[CH3:34], predict the reactants needed to synthesize it. The reactants are: [CH3:1][O:2][C:3]1[CH:4]=[CH:5][C:6]2[C:11](=[O:12])[N:10]([C:13]3[CH:18]=[CH:17][C:16]([O:19][CH2:20][C:21]([F:24])([F:23])[F:22])=[CH:15][CH:14]=3)[C:9](=[S:25])[NH:8][C:7]=2[N:26]=1.C(=O)([O-])O.[Na+].I[CH2:33][CH3:34].C(#N)C.